Predict the reactants needed to synthesize the given product. From a dataset of Full USPTO retrosynthesis dataset with 1.9M reactions from patents (1976-2016). (1) Given the product [Cl:15][C:7]1[CH:2]=[CH:3][C:4]([OH:13])=[C:5]([CH2:8][C:9]([O:11][CH3:12])=[O:10])[CH:6]=1, predict the reactants needed to synthesize it. The reactants are: F[C:2]1[CH:7]=[CH:6][C:5]([CH2:8][C:9]([O:11][CH3:12])=[O:10])=[C:4]([OH:13])[CH:3]=1.[Br-].[Cl:15]C1C=CC(O)=C(C=1)C[P+](C1C=CC=CC=1)(C1C=CC=CC=1)C1C=CC=CC=1. (2) Given the product [CH3:1][O:2][C:3]1[CH:4]=[C:5]([NH:15][C:16]2[S:17][CH:20]=[C:21]([C:22]([CH3:33])([C:24]3[CH:25]=[C:26]([F:32])[C:27]([F:31])=[C:28]([F:30])[CH:29]=3)[CH3:23])[N:18]=2)[CH:6]=[CH:7][C:8]=1[N:9]1[CH:13]=[C:12]([CH3:14])[N:11]=[CH:10]1, predict the reactants needed to synthesize it. The reactants are: [CH3:1][O:2][C:3]1[CH:4]=[C:5]([NH:15][C:16]([NH2:18])=[S:17])[CH:6]=[CH:7][C:8]=1[N:9]1[CH:13]=[C:12]([CH3:14])[N:11]=[CH:10]1.Cl[CH2:20][C:21](=O)[C:22]([CH3:33])([C:24]1[CH:29]=[C:28]([F:30])[C:27]([F:31])=[C:26]([F:32])[CH:25]=1)[CH3:23]. (3) Given the product [F:1][C:2]([F:26])([C:19]1[CH:24]=[CH:23][C:22]([F:25])=[CH:21][N:20]=1)[C:3]1[N:12]=[C:11]([NH:47][C:44]2[CH:43]=[C:42]([CH3:41])[NH:46][N:45]=2)[C:10]2[C:5](=[C:6]([O:14][C:15]([F:18])([F:17])[F:16])[CH:7]=[CH:8][CH:9]=2)[N:4]=1, predict the reactants needed to synthesize it. The reactants are: [F:1][C:2]([F:26])([C:19]1[CH:24]=[CH:23][C:22]([F:25])=[CH:21][N:20]=1)[C:3]1[N:12]=[C:11](O)[C:10]2[C:5](=[C:6]([O:14][C:15]([F:18])([F:17])[F:16])[CH:7]=[CH:8][CH:9]=2)[N:4]=1.P(Br)(Br)(Br)=O.CCN(C(C)C)C(C)C.[CH3:41][C:42]1[NH:46][N:45]=[C:44]([NH2:47])[CH:43]=1. (4) Given the product [CH3:32][NH:33][C:27]([C:19]1[C:18]2[C:13](=[CH:14][CH:15]=[CH:16][CH:17]=2)[N:12]=[C:11]([CH:9]([NH:8][C:6](=[O:7])[O:5][C:1]([CH3:2])([CH3:3])[CH3:4])[CH3:10])[C:20]=1[C:21]1[CH:26]=[CH:25][CH:24]=[CH:23][CH:22]=1)=[O:29], predict the reactants needed to synthesize it. The reactants are: [C:1]([O:5][C:6]([NH:8][CH:9]([C:11]1[C:20]([C:21]2[CH:26]=[CH:25][CH:24]=[CH:23][CH:22]=2)=[C:19]([C:27]([OH:29])=O)[C:18]2[C:13](=[CH:14][CH:15]=[CH:16][CH:17]=2)[N:12]=1)[CH3:10])=[O:7])([CH3:4])([CH3:3])[CH3:2].C1C[N:33]([P+](ON2N=NC3C=CC=CC2=3)(N2CCCC2)N2CCCC2)[CH2:32]C1.F[P-](F)(F)(F)(F)F.CCN(C(C)C)C(C)C.CN. (5) The reactants are: C(=O)([O-])[O-].[Cs+].[Cs+].[I:7][C:8]1[C:16]2[C:11](=[N:12][CH:13]=[C:14]([N+:17]([O-:19])=[O:18])[CH:15]=2)[NH:10][N:9]=1.Cl[CH2:21][C:22]1[CH:27]=[CH:26][C:25]([O:28][CH3:29])=[CH:24][CH:23]=1.O. Given the product [I:7][C:8]1[C:16]2[C:11](=[N:12][CH:13]=[C:14]([N+:17]([O-:19])=[O:18])[CH:15]=2)[N:10]([CH2:21][C:22]2[CH:27]=[CH:26][C:25]([O:28][CH3:29])=[CH:24][CH:23]=2)[N:9]=1, predict the reactants needed to synthesize it. (6) Given the product [NH2:1][C:2]1[C:7]2=[C:8]([C:13]3[CH:18]=[CH:17][C:16]([NH:19][C:20]([NH:22][C:23]4[CH:28]=[C:27]([C:29]([F:30])([F:32])[F:31])[CH:26]=[CH:25][N:24]=4)=[O:21])=[C:15]([F:33])[CH:14]=3)[C:9]([CH3:11])=[CH:10][N:6]2[N:5]=[CH:4][N:3]=1, predict the reactants needed to synthesize it. The reactants are: [NH2:1][C:2]1[C:7]2=[C:8]([C:13]3[CH:18]=[CH:17][C:16]([NH:19][C:20]([NH:22][C:23]4[CH:28]=[C:27]([C:29]([F:32])([F:31])[F:30])[CH:26]=[CH:25][N:24]=4)=[O:21])=[C:15]([F:33])[CH:14]=3)[C:9]([CH2:11]O)=[CH:10][N:6]2[N:5]=[CH:4][N:3]=1.S(Cl)(Cl)=O.CCC(C)[BH-](C(C)CC)C(C)CC.[Li+].